From a dataset of Acute oral toxicity (LD50) regression data from Zhu et al.. Regression/Classification. Given a drug SMILES string, predict its toxicity properties. Task type varies by dataset: regression for continuous values (e.g., LD50, hERG inhibition percentage) or binary classification for toxic/non-toxic outcomes (e.g., AMES mutagenicity, cardiotoxicity, hepatotoxicity). Dataset: ld50_zhu. (1) The molecule is CCOC(=O)C(CC(C)C)NC(=O)C(Cc1ccc(N(CCCl)CCCl)cc1)NC(C)=O. The rat oral LD50 is 3.86, given as -log10 of the dose in mol/kg body weight (higher means more acutely toxic). (2) The molecule is CCOP(=O)(OCC)C(SCC)(Sc1ccccc1)P(=O)(OCC)OCC. The rat oral LD50 is 4.28, given as -log10 of the dose in mol/kg body weight (higher means more acutely toxic). (3) The molecule is NCCCCCCNCCCCCCN. The rat oral LD50 is 2.68, given as -log10 of the dose in mol/kg body weight (higher means more acutely toxic).